Dataset: Catalyst prediction with 721,799 reactions and 888 catalyst types from USPTO. Task: Predict which catalyst facilitates the given reaction. (1) Reactant: [NH2:1][C:2]1[CH:23]=[CH:22][C:5]([CH2:6][N:7]2[C:15]3[C:10](=[CH:11][CH:12]=[CH:13][CH:14]=3)[C:9]([CH2:16][C:17]([O:19][CH2:20][CH3:21])=[O:18])=[N:8]2)=[CH:4][CH:3]=1.C(N(CC)CC)C.[CH3:31][C:32]1[CH:40]=[CH:39][C:35]([C:36](Cl)=[O:37])=[CH:34][N:33]=1.C(=O)(O)[O-].[Na+]. Product: [CH3:31][C:32]1[CH:40]=[CH:39][C:35]([C:36]([NH:1][C:2]2[CH:3]=[CH:4][C:5]([CH2:6][N:7]3[C:15]4[C:10](=[CH:11][CH:12]=[CH:13][CH:14]=4)[C:9]([CH2:16][C:17]([O:19][CH2:20][CH3:21])=[O:18])=[N:8]3)=[CH:22][CH:23]=2)=[O:37])=[CH:34][N:33]=1. The catalyst class is: 4. (2) Reactant: [CH:1]1([CH:6]=[C:7]([C:18]2[NH:32][C:21]3=[N:22][CH:23]=[C:24]([O:26][CH2:27][CH2:28][N:29]([CH3:31])[CH3:30])[CH:25]=[C:20]3[CH:19]=2)[C:8]2[CH:13]=[CH:12][C:11]([S:14]([CH3:17])(=[O:16])=[O:15])=[CH:10][CH:9]=2)[CH2:5][CH2:4][CH2:3][CH2:2]1. Product: [CH:1]1([CH2:6][CH:7]([C:18]2[NH:32][C:21]3=[N:22][CH:23]=[C:24]([O:26][CH2:27][CH2:28][N:29]([CH3:30])[CH3:31])[CH:25]=[C:20]3[CH:19]=2)[C:8]2[CH:13]=[CH:12][C:11]([S:14]([CH3:17])(=[O:16])=[O:15])=[CH:10][CH:9]=2)[CH2:5][CH2:4][CH2:3][CH2:2]1. The catalyst class is: 43. (3) Reactant: [Cl:1][C:2]1[C:3]([CH2:8][NH:9][C:10]([C@H:12]2[CH2:17][N:16]3[C:18](=[O:22])[O:19][CH:20]([CH3:21])[C@@H:15]3[CH2:14][CH2:13]2)=O)=[N:4][CH:5]=[CH:6][N:7]=1.O=P(Cl)(Cl)Cl.CN(C=O)C.C(=O)(O)[O-].[Na+]. Product: [Cl:1][C:2]1[C:3]2[N:4]([C:10]([C@H:12]3[CH2:17][N:16]4[C:18](=[O:22])[O:19][CH:20]([CH3:21])[C@@H:15]4[CH2:14][CH2:13]3)=[N:9][CH:8]=2)[CH:5]=[CH:6][N:7]=1. The catalyst class is: 10. (4) The catalyst class is: 2. Reactant: [N+:1]([C:4]1[CH:12]=[CH:11][C:7]([C:8](Cl)=[O:9])=[CH:6][CH:5]=1)([O-:3])=[O:2].C(N(CC)CC)C.[CH:20]1([CH2:23][NH2:24])[CH2:22][CH2:21]1. Product: [CH:20]1([CH2:23][NH:24][C:8](=[O:9])[C:7]2[CH:11]=[CH:12][C:4]([N+:1]([O-:3])=[O:2])=[CH:5][CH:6]=2)[CH2:22][CH2:21]1.